From a dataset of Forward reaction prediction with 1.9M reactions from USPTO patents (1976-2016). Predict the product of the given reaction. (1) The product is: [CH3:1][O:2][C:3](=[O:21])[C@H:4]([CH2:13][C:14]1[CH:19]=[CH:18][C:17]([OH:20])=[C:16]([N+:22]([O-:24])=[O:23])[CH:15]=1)[NH:5][C:6]([O:8][C:9]([CH3:12])([CH3:10])[CH3:11])=[O:7]. Given the reactants [CH3:1][O:2][C:3](=[O:21])[C@H:4]([CH2:13][C:14]1[CH:19]=[CH:18][C:17]([OH:20])=[CH:16][CH:15]=1)[NH:5][C:6]([O:8][C:9]([CH3:12])([CH3:11])[CH3:10])=[O:7].[N+:22]([O-])([OH:24])=[O:23], predict the reaction product. (2) The product is: [F:14][C:15]([F:30])([F:29])[C:16]([OH:12])=[O:45].[F:30][C:15]([F:14])([F:29])[C:16]1[CH:17]=[CH:18][C:19]([C:22]2[S:26][C:25]([CH2:27][NH:1][C:2]3[CH:3]=[CH:4][C:5]([C@@H:8]4[CH2:10][C@H:9]4[C:11]([OH:13])=[O:12])=[CH:6][CH:7]=3)=[CH:24][CH:23]=2)=[CH:20][CH:21]=1. Given the reactants [NH2:1][C:2]1[CH:7]=[CH:6][C:5]([C@@H:8]2[CH2:10][C@H:9]2[C:11]([OH:13])=[O:12])=[CH:4][CH:3]=1.[F:14][C:15]([F:30])([F:29])[C:16]1[CH:21]=[CH:20][C:19]([C:22]2[S:26][C:25]([CH:27]=O)=[CH:24][CH:23]=2)=[CH:18][CH:17]=1.C(O[BH-](OC(=O)C)OC(=O)C)(=O)C.[Na+].[OH2:45], predict the reaction product. (3) Given the reactants [CH3:1][C:2]([CH3:51])([CH3:50])[C:3]([O:5][CH2:6][N:7]1[CH:11]=[CH:10][N:9]=[C:8]1[C@@H:12]1[C@@H:21]2[CH2:22][CH2:23][N:24]([C:25]([C@H:27]3[CH2:32][C:31]([F:34])([F:33])[CH2:30][CH2:29][C@H:28]3[NH:35][C:36]([C:38]3[CH:43]=[CH:42][C:41]([N:44]4[CH:48]=[CH:47][C:46]([CH3:49])=[N:45]4)=[CH:40][CH:39]=3)=[O:37])=[O:26])[C@@H:20]2[C:19]2[CH:18]=[CH:17][CH:16]=[CH:15][C:14]=2[NH:13]1)=[O:4].ClC1C(=O)C(C#N)=C(C#N)C(=O)C=1Cl.[OH-].[Na+], predict the reaction product. The product is: [CH3:1][C:2]([CH3:51])([CH3:50])[C:3]([O:5][CH2:6][N:7]1[CH:11]=[CH:10][N:9]=[C:8]1[C:12]1[C:21]2[CH2:22][CH2:23][N:24]([C:25]([C@H:27]3[CH2:32][C:31]([F:34])([F:33])[CH2:30][CH2:29][C@H:28]3[NH:35][C:36]([C:38]3[CH:39]=[CH:40][C:41]([N:44]4[CH:48]=[CH:47][C:46]([CH3:49])=[N:45]4)=[CH:42][CH:43]=3)=[O:37])=[O:26])[C:20]=2[C:19]2[CH:18]=[CH:17][CH:16]=[CH:15][C:14]=2[N:13]=1)=[O:4]. (4) Given the reactants [C:1]([CH:9]([NH:11][C:12](=[O:22])[C:13]1[CH:18]=[CH:17][CH:16]=[CH:15][C:14]=1[NH:19][CH:20]=O)[CH3:10])(=[O:8])[C:2]1[CH:7]=[CH:6][CH:5]=[CH:4][CH:3]=1.S(=O)(=O)(O)O, predict the reaction product. The product is: [C:2]1([C:1](=[O:8])[CH:9]([N:11]2[C:12](=[O:22])[C:13]3[C:14](=[CH:15][CH:16]=[CH:17][CH:18]=3)[N:19]=[CH:20]2)[CH3:10])[CH:7]=[CH:6][CH:5]=[CH:4][CH:3]=1. (5) The product is: [F:1][C:2]([F:15])([F:16])[C:3]1[CH:10]=[C:9]([C:11]([F:12])([F:13])[F:14])[CH:8]=[CH:7][C:4]=1[CH2:5][OH:6]. Given the reactants [F:1][C:2]([F:16])([F:15])[C:3]1[CH:10]=[C:9]([C:11]([F:14])([F:13])[F:12])[CH:8]=[CH:7][C:4]=1[CH:5]=[O:6].[BH4-].[Na+], predict the reaction product. (6) Given the reactants Cl[C:2]1[CH:7]=[C:6]([N:8]2[CH2:13][CH2:12][O:11][CH2:10][CH2:9]2)[N:5]=[C:4]([C:14]2[CH:19]=[CH:18][CH:17]=[C:16]([CH2:20][OH:21])[CH:15]=2)[N:3]=1.[CH3:22][NH:23][C:24]([C:26]1[CH:31]=[CH:30][C:29](B(O)O)=[CH:28][CH:27]=1)=[O:25].[F-].[Cs+].C(Cl)Cl, predict the reaction product. The product is: [OH:21][CH2:20][C:16]1[CH:15]=[C:14]([C:4]2[N:3]=[C:2]([C:29]3[CH:30]=[CH:31][C:26]([C:24](=[O:25])[NH:23][CH3:22])=[CH:27][CH:28]=3)[CH:7]=[C:6]([N:8]3[CH2:13][CH2:12][O:11][CH2:10][CH2:9]3)[N:5]=2)[CH:19]=[CH:18][CH:17]=1. (7) The product is: [F:43][C:2]([F:1])([F:42])[C:3]1[CH:4]=[C:5]([C@H:13]2[O:17][C:16](=[O:18])[N:15]([CH2:19][C:20]3[CH:25]=[C:24]([CH:26]([CH3:27])[CH3:28])[CH:23]=[CH:22][C:21]=3[C:29]3[CH:34]=[C:33]([CH:35]([CH3:37])[CH3:36])[C:32]([F:38])=[CH:31][C:30]=3[O:39][CH3:40])[C@H:14]2[CH3:41])[CH:6]=[C:7]([C:9]([F:10])([F:11])[F:12])[CH:8]=1. Given the reactants [F:1][C:2]([F:43])([F:42])[C:3]1[CH:4]=[C:5]([C@H:13]2[O:17][C:16](=[O:18])[N:15]([CH2:19][C:20]3[CH:25]=[C:24]([C:26]([CH3:28])=[CH2:27])[CH:23]=[CH:22][C:21]=3[C:29]3[CH:34]=[C:33]([CH:35]([CH3:37])[CH3:36])[C:32]([F:38])=[CH:31][C:30]=3[O:39][CH3:40])[C@H:14]2[CH3:41])[CH:6]=[C:7]([C:9]([F:12])([F:11])[F:10])[CH:8]=1, predict the reaction product. (8) Given the reactants [N:1]1([CH2:6][C:7]2[CH:8]=[CH:9][C:10]([C:13]3[CH:18]=[C:17]([O:19][C:20]([F:23])([F:22])[F:21])[CH:16]=[CH:15][C:14]=3[S:24]([NH2:27])(=[O:26])=[O:25])=[N:11][CH:12]=2)[CH:5]=[CH:4][N:3]=[CH:2]1.Cl[C:29]([O:31][CH2:32][CH2:33][CH2:34][CH3:35])=[O:30], predict the reaction product. The product is: [CH2:32]([O:31][C:29](=[O:30])[NH:27][S:24]([C:14]1[CH:15]=[CH:16][C:17]([O:19][C:20]([F:23])([F:21])[F:22])=[CH:18][C:13]=1[C:10]1[CH:9]=[CH:8][C:7]([CH2:6][N:1]2[CH:5]=[CH:4][N:3]=[CH:2]2)=[CH:12][N:11]=1)(=[O:26])=[O:25])[CH2:33][CH2:34][CH3:35].